Dataset: Catalyst prediction with 721,799 reactions and 888 catalyst types from USPTO. Task: Predict which catalyst facilitates the given reaction. (1) Product: [NH2:2][CH2:1][C:3]1[CH:30]=[C:29]([F:31])[CH:28]=[CH:27][C:4]=1[CH2:5][O:6][C:7]1[CH:12]=[C:11]([CH3:13])[N:10]([C:14]2[CH:15]=[C:16]([CH:21]=[CH:22][C:23]=2[CH3:24])[C:17]([O:19][CH3:20])=[O:18])[C:9](=[O:25])[C:8]=1[Cl:26]. Reactant: [C:1]([C:3]1[CH:30]=[C:29]([F:31])[CH:28]=[CH:27][C:4]=1[CH2:5][O:6][C:7]1[CH:12]=[C:11]([CH3:13])[N:10]([C:14]2[CH:15]=[C:16]([CH:21]=[CH:22][C:23]=2[CH3:24])[C:17]([O:19][CH3:20])=[O:18])[C:9](=[O:25])[C:8]=1[Cl:26])#[N:2].CSC.B. The catalyst class is: 1. (2) Reactant: [F:1][C:2]1[CH:17]=[CH:16][C:5]([O:6][CH2:7][CH2:8][CH2:9][CH2:10][CH2:11][CH2:12][CH2:13][CH2:14][NH2:15])=[CH:4][CH:3]=1.Cl[C:19]1[C:28]2[C:23](=[CH:24][CH:25]=[CH:26][CH:27]=2)[N:22]=[CH:21][CH:20]=1.C(OCCCOCCCCCCCCNC1C2C(=CC=CC=2)N=CC=1)C. Product: [F:1][C:2]1[CH:17]=[CH:16][C:5]([O:6][CH2:7][CH2:8][CH2:9][CH2:10][CH2:11][CH2:12][CH2:13][CH2:14][NH:15][C:19]2[C:28]3[C:23](=[CH:24][CH:25]=[CH:26][CH:27]=3)[N:22]=[CH:21][CH:20]=2)=[CH:4][CH:3]=1. The catalyst class is: 37. (3) Reactant: [C:1]1([CH:8]=[CH:7][CH:6]=[C:4]([OH:5])[CH:3]=1)[OH:2].[CH3:9][O:10][C:11]1[CH:12]=[C:13]([CH:19]=[CH:20][C:21]=1[OH:22])[CH:14]=[CH:15][C:16](O)=[O:17].OS(O)(=O)=O. Product: [OH:2][C:1]1[CH:3]=[C:4]2[C:6]([C:16](=[O:17])[CH2:15][CH:14]([C:13]3[CH:19]=[CH:20][C:21]([OH:22])=[C:11]([O:10][CH3:9])[CH:12]=3)[O:5]2)=[CH:7][CH:8]=1. The catalyst class is: 1. (4) Reactant: C(N(CC)CC)C.Cl.[NH2:9][CH2:10][C:11]1[CH:12]=[C:13]([OH:17])[CH:14]=[CH:15][CH:16]=1.[CH3:18][C:19]([C:22]1[CH:27]=[CH:26][C:25]([S:28]([N:31]2[C:39]3[C:34](=[CH:35][CH:36]=[CH:37][CH:38]=3)[CH2:33][C@H:32]2[C:40](Cl)=[O:41])(=[O:30])=[O:29])=[CH:24][CH:23]=1)([CH3:21])[CH3:20]. Product: [CH3:21][C:19]([C:22]1[CH:23]=[CH:24][C:25]([S:28]([N:31]2[C:39]3[C:34](=[CH:35][CH:36]=[CH:37][CH:38]=3)[CH2:33][C@H:32]2[C:40]([NH:9][CH2:10][C:11]2[CH:16]=[CH:15][CH:14]=[C:13]([OH:17])[CH:12]=2)=[O:41])(=[O:30])=[O:29])=[CH:26][CH:27]=1)([CH3:18])[CH3:20]. The catalyst class is: 4. (5) Reactant: Cl.[NH2:2][C@@H:3]([CH2:17][CH2:18][CH3:19])[CH2:4][NH:5][C:6]([C:8]1[C:13]([NH2:14])=[N:12][C:11]([NH2:15])=[C:10]([Cl:16])[N:9]=1)=[O:7].C(N(CC)CC)C.[C:27]([O:31][C:32](=[O:59])[N:33](/[C:45](=[N:51]/[C:52]([O:54][C:55]([CH3:58])([CH3:57])[CH3:56])=[O:53])/N1C=CC=N1)[CH2:34][CH2:35][CH2:36][C:37]1[CH:42]=[CH:41][C:40]([O:43][CH3:44])=[CH:39][CH:38]=1)([CH3:30])([CH3:29])[CH3:28].CCOC(C)=O. Product: [CH3:34][CH2:35][CH2:36][CH:37]([CH3:42])[CH3:38].[NH2:14][C:13]1[C:8]([C:6](=[O:7])[NH:5][CH2:4][C@H:3]([CH2:17][CH2:18][CH3:19])[NH:2]/[C:45](=[N:51]\[C:52](=[O:53])[O:54][C:55]([CH3:58])([CH3:57])[CH3:56])/[N:33]([CH2:34][CH2:35][CH2:36][C:37]2[CH:38]=[CH:39][C:40]([O:43][CH3:44])=[CH:41][CH:42]=2)[C:32](=[O:59])[O:31][C:27]([CH3:28])([CH3:30])[CH3:29])=[N:9][C:10]([Cl:16])=[C:11]([NH2:15])[N:12]=1. The catalyst class is: 18. (6) Reactant: [Cl:1][C:2]1[CH:3]=[N:4][CH:5]=[C:6]([Cl:37])[C:7]=1[NH:8][C:9]1[NH:13][C:12]2[C:14]3[CH2:15][C:16]([CH3:36])([CH3:35])[O:17][C:18]=3[C:19]([C:21]([NH:23][C:24]3[CH:29]=[CH:28][C:27]([F:30])=[C:26]([C:31]([F:34])([F:33])[F:32])[CH:25]=3)=[O:22])=[CH:20][C:11]=2[N:10]=1. Product: [ClH:1].[ClH:1].[Cl:1][C:2]1[CH:3]=[N:4][CH:5]=[C:6]([Cl:37])[C:7]=1[NH:8][C:9]1[NH:13][C:12]2[C:14]3[CH2:15][C:16]([CH3:35])([CH3:36])[O:17][C:18]=3[C:19]([C:21]([NH:23][C:24]3[CH:29]=[CH:28][C:27]([F:30])=[C:26]([C:31]([F:34])([F:32])[F:33])[CH:25]=3)=[O:22])=[CH:20][C:11]=2[N:10]=1. The catalyst class is: 1. (7) Reactant: CN1CCOCC1.Cl.Cl.[C:10]1([N:16]2[CH2:21][CH2:20][CH2:19][C@H:18]([NH2:22])[CH2:17]2)[CH:15]=[CH:14][CH:13]=[CH:12][CH:11]=1.[OH:23][CH:24]1[CH2:29][CH2:28][CH:27]([C:30](O)=[O:31])[CH2:26][CH2:25]1.F[P-](F)(F)(F)(F)F.N1(O[P+](N(C)C)(N(C)C)N(C)C)C2C=CC=CC=2N=N1.CN(C)C=O.C(O)(C(F)(F)F)=O. Product: [OH:23][CH:24]1[CH2:29][CH2:28][CH:27]([C:30]([NH:22][C@H:18]2[CH2:19][CH2:20][CH2:21][N:16]([C:10]3[CH:15]=[CH:14][CH:13]=[CH:12][CH:11]=3)[CH2:17]2)=[O:31])[CH2:26][CH2:25]1. The catalyst class is: 5. (8) Reactant: [OH-].[Li+].C[O:4][C:5](=[O:30])[CH:6]([NH:22][C:23]([O:25][C:26]([CH3:29])([CH3:28])[CH3:27])=[O:24])[C:7]1[CH:12]=[CH:11][C:10]([C:13](=[O:21])[NH:14][C:15]2[CH:20]=[CH:19][N:18]=[CH:17][CH:16]=2)=[CH:9][CH:8]=1.Cl. Product: [C:26]([O:25][C:23]([NH:22][CH:6]([C:7]1[CH:12]=[CH:11][C:10]([C:13](=[O:21])[NH:14][C:15]2[CH:20]=[CH:19][N:18]=[CH:17][CH:16]=2)=[CH:9][CH:8]=1)[C:5]([OH:30])=[O:4])=[O:24])([CH3:29])([CH3:27])[CH3:28]. The catalyst class is: 283. (9) Reactant: [F:1][C:2]([F:13])([F:12])[C:3]1[CH:8]=[CH:7][C:6](B(O)O)=[CH:5][CH:4]=1.Br[C:15]1[CH:16]=[C:17]([CH:20]=[CH:21][N:22]=1)[C:18]#[N:19].C(=O)([O-])[O-].[K+].[K+].O. The catalyst class is: 128. Product: [F:1][C:2]([F:13])([F:12])[C:3]1[CH:8]=[CH:7][C:6]([C:15]2[CH:16]=[C:17]([CH:20]=[CH:21][N:22]=2)[C:18]#[N:19])=[CH:5][CH:4]=1. (10) Reactant: [Cl:1][C:2]1[C:20]([F:21])=[CH:19][C:5]2[N:6]([C:9]3[S:13][C:12]([C:14]([O:16]C)=O)=[C:11]([OH:18])[CH:10]=3)[CH:7]=[N:8][C:4]=2[CH:3]=1.[Cl:22][C:23]1[C:28]([O:29][Si](C(C)(C)C)(C)C)=[CH:27][CH:26]=[CH:25][C:24]=1[C@@H:37](O)[CH3:38].C1(P(C2C=CC=CC=2)C2C=CC=CC=2)C=CC=CC=1.CC(OC(/[N:66]=N/C(OC(C)(C)C)=O)=O)(C)C.[F-].C([N+:80]([CH2:89][CH2:90][CH2:91][CH3:92])([CH2:85]CCC)[CH2:81]CCC)CCC.C1COCC1. Product: [Cl:1][C:2]1[C:20]([F:21])=[CH:19][C:5]2[N:6]([C:9]3[S:13][C:12]([C:14]([NH2:66])=[O:16])=[C:11]([O:18][C@@H:37]([C:24]4[CH:25]=[CH:26][CH:27]=[C:28]([O:29][CH:91]5[CH2:92][CH2:85][N:80]([CH3:81])[CH2:89][CH2:90]5)[C:23]=4[Cl:22])[CH3:38])[CH:10]=3)[CH:7]=[N:8][C:4]=2[CH:3]=1. The catalyst class is: 2.